Task: Predict the reactants needed to synthesize the given product.. Dataset: Retrosynthesis with 50K atom-mapped reactions and 10 reaction types from USPTO Given the product N#Cc1cccn1-c1ccc(CN2C(=O)c3ccccc3C2=O)cc1, predict the reactants needed to synthesize it. The reactants are: N#Cc1cccn1-c1ccc(CBr)cc1.O=C1NC(=O)c2ccccc21.